This data is from HIV replication inhibition screening data with 41,000+ compounds from the AIDS Antiviral Screen. The task is: Binary Classification. Given a drug SMILES string, predict its activity (active/inactive) in a high-throughput screening assay against a specified biological target. (1) The compound is Cc1cc(=O)c2c(o1)C(=O)c1occc1C2=O. The result is 0 (inactive). (2) The molecule is CCOP(=O)(OCC)C(C)(C)OC(=O)NC#N. The result is 0 (inactive).